This data is from CYP1A2 inhibition data for predicting drug metabolism from PubChem BioAssay. The task is: Regression/Classification. Given a drug SMILES string, predict its absorption, distribution, metabolism, or excretion properties. Task type varies by dataset: regression for continuous measurements (e.g., permeability, clearance, half-life) or binary classification for categorical outcomes (e.g., BBB penetration, CYP inhibition). Dataset: cyp1a2_veith. (1) The molecule is Cl.NCCCCCc1nnc(SCc2ccc(Cl)cc2Cl)o1. The result is 1 (inhibitor). (2) The compound is Cc1ccc(OCC(=O)NNC(=O)CCC(=O)NCc2ccccc2)cc1. The result is 0 (non-inhibitor). (3) The molecule is Cc1ccccc1-c1nc(N(C)Cc2ccco2)c2ccccc2n1. The result is 1 (inhibitor). (4) The molecule is CCCc1cc(=O)oc2cc(OCC(=O)N3CCc4ccccc43)ccc12. The result is 0 (non-inhibitor). (5) The compound is COc1ccccc1C(=O)NN1C(=O)C2C3C=CC(O3)C2C1=O. The result is 0 (non-inhibitor).